Dataset: Forward reaction prediction with 1.9M reactions from USPTO patents (1976-2016). Task: Predict the product of the given reaction. The product is: [F:15][C:14]1[CH:13]=[CH:12][C:10]([NH:11][C:1](=[O:3])[CH3:2])=[CH:9][C:8]=1[N+:5]([O-:7])=[O:6]. Given the reactants [C:1](Cl)(=[O:3])[CH3:2].[N+:5]([C:8]1[CH:9]=[C:10]([CH:12]=[CH:13][C:14]=1[F:15])[NH2:11])([O-:7])=[O:6].CCN(CC)CC, predict the reaction product.